The task is: Predict the product of the given reaction.. This data is from Forward reaction prediction with 1.9M reactions from USPTO patents (1976-2016). Given the reactants Br[C:2]1[CH:3]=[C:4]([NH:9][S:10]([N:13]2[CH2:18][CH2:17][O:16][CH2:15][CH2:14]2)(=[O:12])=[O:11])[C:5]([Cl:8])=[N:6][CH:7]=1.C1(P(C2C=CC=CC=2)C2C3OC4C(=CC=CC=4P(C4C=CC=CC=4)C4C=CC=CC=4)C(C)(C)C=3C=CC=2)C=CC=CC=1.CC(C)([O-])C.[Na+].[C:67](=[NH:80])([C:74]1[CH:79]=[CH:78][CH:77]=[CH:76][CH:75]=1)[C:68]1[CH:73]=[CH:72][CH:71]=[CH:70][CH:69]=1, predict the reaction product. The product is: [Cl:8][C:5]1[C:4]([NH:9][S:10]([N:13]2[CH2:18][CH2:17][O:16][CH2:15][CH2:14]2)(=[O:12])=[O:11])=[CH:3][C:2]([N:80]=[C:67]([C:68]2[CH:73]=[CH:72][CH:71]=[CH:70][CH:69]=2)[C:74]2[CH:79]=[CH:78][CH:77]=[CH:76][CH:75]=2)=[CH:7][N:6]=1.